Dataset: Forward reaction prediction with 1.9M reactions from USPTO patents (1976-2016). Task: Predict the product of the given reaction. (1) Given the reactants [CH3:1][C:2]1[CH:7]=[CH:6][C:5]([C:8]2[O:9][C:10]([CH3:13])=[N:11][N:12]=2)=[CH:4][C:3]=1[C:14]1[CH:19]=[CH:18][C:17]([C:20](O)=[O:21])=[CH:16][CH:15]=1.C1C=CC2N(O)N=NC=2C=1.Cl.CN(C)CCCN=C=NCC.[CH3:45][CH:46]1[CH:51]([CH3:52])[CH2:50][CH2:49][CH2:48][CH:47]1[NH2:53], predict the reaction product. The product is: [CH3:45][CH:46]1[CH:51]([CH3:52])[CH2:50][CH2:49][CH2:48][CH:47]1[NH:53][C:20]([C:17]1[CH:18]=[CH:19][C:14]([C:3]2[CH:4]=[C:5]([C:8]3[O:9][C:10]([CH3:13])=[N:11][N:12]=3)[CH:6]=[CH:7][C:2]=2[CH3:1])=[CH:15][CH:16]=1)=[O:21]. (2) Given the reactants [C:1]([O:5][C:6]([N:8]1[CH2:13][CH2:12][CH:11]([NH2:14])[CH2:10][CH2:9]1)=[O:7])([CH3:4])([CH3:3])[CH3:2].[H-].[Na+].Cl[C:18]1[C:27]2[C:22](=[CH:23][C:24]([Cl:28])=[CH:25][CH:26]=2)[N:21]=[CH:20][N:19]=1, predict the reaction product. The product is: [C:1]([O:5][C:6]([N:8]1[CH2:13][CH2:12][CH:11]([NH:14][C:18]2[C:27]3[C:22](=[CH:23][C:24]([Cl:28])=[CH:25][CH:26]=3)[N:21]=[CH:20][N:19]=2)[CH2:10][CH2:9]1)=[O:7])([CH3:4])([CH3:2])[CH3:3]. (3) Given the reactants [Cl-].[OH:2][C:3]1[C:8]([CH3:9])=[CH:7][C:6]([S+:10]([CH3:12])[CH3:11])=[CH:5][C:4]=1[CH3:13].O.[F:15][C:16]([F:31])([S:27]([O-:30])(=[O:29])=[O:28])[C:17]([F:26])([F:25])[C:18]([F:24])([F:23])[C:19]([F:22])([F:21])[F:20].[K+], predict the reaction product. The product is: [S:27]([C:16]([C:17]([C:18]([C:19]([F:20])([F:21])[F:22])([F:23])[F:24])([F:26])[F:25])([F:31])[F:15])([O-:30])(=[O:29])=[O:28].[OH:2][C:3]1[C:4]([CH3:13])=[CH:5][C:6]([S+:10]([CH3:11])[CH3:12])=[CH:7][C:8]=1[CH3:9]. (4) Given the reactants [Br:1][C:2]1[N:7]2[CH:8]=[CH:9][N:10]=[C:6]2[C:5](Br)=[N:4][CH:3]=1.N12CCN(CC1)CC2.[CH3:20][N:21]1[CH2:26][CH2:25][CH:24]([CH2:27][O:28][C:29]2[CH:34]=[CH:33][C:32]([NH2:35])=[CH:31][CH:30]=2)[CH2:23][CH2:22]1, predict the reaction product. The product is: [Br:1][C:2]1[N:7]2[CH:8]=[CH:9][N:10]=[C:6]2[C:5]([NH:35][C:32]2[CH:31]=[CH:30][C:29]([O:28][CH2:27][CH:24]3[CH2:25][CH2:26][N:21]([CH3:20])[CH2:22][CH2:23]3)=[CH:34][CH:33]=2)=[N:4][CH:3]=1. (5) The product is: [O:1]1[C:2]2[CH:11]=[CH:10][C:5]([C:6]([O:8][CH3:9])=[O:7])=[CH:4][C:3]=2[CH:12]=[CH:13]1. Given the reactants [OH:1][C:2]1[CH:11]=[CH:10][C:5]([C:6]([O:8][CH3:9])=[O:7])=[CH:4][C:3]=1[C:12]#[C:13][Si](C)(C)C, predict the reaction product. (6) Given the reactants C(N(CC)CC)C.Cl.Cl.Cl.[CH3:11][N:12]1[CH2:17][CH2:16][N:15]([C:18]2[CH:23]=[C:22]([C:24]3[CH:33]=[C:32]4[C:27]([CH2:28][CH2:29][NH:30][CH2:31]4)=[CH:26][CH:25]=3)[N:21]=[C:20]([NH2:34])[N:19]=2)[CH2:14][CH2:13]1.[Br:35][C:36]1[CH:37]=[C:38]([CH2:42][C:43](O)=[O:44])[CH:39]=[N:40][CH:41]=1.F[P-](F)(F)(F)(F)F.N1(O[P+](N(C)C)(N(C)C)N(C)C)C2C=CC=CC=2N=N1, predict the reaction product. The product is: [Br:35][C:36]1[CH:37]=[C:38]([CH2:42][C:43]([N:30]2[CH2:29][CH2:28][C:27]3[C:32](=[CH:33][C:24]([C:22]4[CH:23]=[C:18]([N:15]5[CH2:14][CH2:13][N:12]([CH3:11])[CH2:17][CH2:16]5)[N:19]=[C:20]([NH2:34])[N:21]=4)=[CH:25][CH:26]=3)[CH2:31]2)=[O:44])[CH:39]=[N:40][CH:41]=1. (7) The product is: [Br:3][C:4]1[CH:5]=[CH:6][C:7]([CH2:10][CH:11]([N:24]([CH3:35])[C:25](=[O:34])[O:26][CH2:27][C:28]2[CH:29]=[CH:30][CH:31]=[CH:32][CH:33]=2)[C:12]2[N:13]([CH3:23])[C:14]([CH2:17][C:18]([CH3:21])([CH3:22])[CH2:19][CH3:20])=[CH:15][N:16]=2)=[CH:8][CH:9]=1. Given the reactants [H-].[Na+].[Br:3][C:4]1[CH:9]=[CH:8][C:7]([CH2:10][CH:11]([NH:24][C:25](=[O:34])[O:26][CH2:27][C:28]2[CH:33]=[CH:32][CH:31]=[CH:30][CH:29]=2)[C:12]2[N:13]([CH3:23])[C:14]([CH2:17][C:18]([CH3:22])([CH3:21])[CH2:19][CH3:20])=[CH:15][N:16]=2)=[CH:6][CH:5]=1.[CH3:35]I, predict the reaction product. (8) The product is: [N:1]1[CH:6]=[CH:5][CH:4]=[CH:3][C:2]=1[C:7]1[N:15]2[C:10]([CH:11]=[CH:12][CH:13]=[CH:14]2)=[CH:9][C:8]=1[CH:16]([NH2:17])[CH3:21]. Given the reactants [N:1]1[CH:6]=[CH:5][CH:4]=[CH:3][C:2]=1[C:7]1[N:15]2[C:10]([CH:11]=[CH:12][CH:13]=[CH:14]2)=[CH:9][C:8]=1[C:16]#[N:17].C[Mg+].[Br-].[CH3:21]COCC.[BH4-].[Na+], predict the reaction product. (9) The product is: [C:1]1([NH:7][C:8](=[O:46])[O:9][CH2:10][CH:11]2[CH2:12][CH2:13][CH:14]([CH2:17][NH:18][S:19]([NH:22][C:23](=[O:38])[C:24]3[CH:29]=[C:28]([C:30]([F:32])([F:31])[F:33])[CH:27]=[C:26]([C:34]([F:35])([F:36])[F:37])[CH:25]=3)(=[O:20])=[O:21])[CH2:15][CH2:16]2)[CH:2]=[CH:3][CH:4]=[CH:5][CH:6]=1. Given the reactants [C:1]1([NH:7][C:8](=[O:46])[O:9][CH2:10][CH:11]2[CH2:16][CH2:15][CH:14]([CH2:17][N:18](CC3C=CC=CC=3)[S:19]([NH:22][C:23](=[O:38])[C:24]3[CH:29]=[C:28]([C:30]([F:33])([F:32])[F:31])[CH:27]=[C:26]([C:34]([F:37])([F:36])[F:35])[CH:25]=3)(=[O:21])=[O:20])[CH2:13][CH2:12]2)[CH:6]=[CH:5][CH:4]=[CH:3][CH:2]=1, predict the reaction product. (10) Given the reactants CN(C)/[CH:3]=[CH:4]/[C:5]([C:7]1[C:12](=[O:13])[CH:11]=[CH:10][N:9]([C:14]2[CH:15]=[C:16]([S:20]([N:23]([CH3:25])[CH3:24])(=[O:22])=[O:21])[CH:17]=[CH:18][CH:19]=2)[N:8]=1)=O.[O:27]1[C:31]2[CH:32]=[CH:33][C:34]([NH:36][NH2:37])=[CH:35][C:30]=2[O:29][CH2:28]1.N([O-])=O.[Na+].[Sn](Cl)Cl, predict the reaction product. The product is: [O:27]1[C:31]2[CH:32]=[CH:33][C:34]([N:36]3[C:5]([C:7]4[C:12](=[O:13])[CH:11]=[CH:10][N:9]([C:14]5[CH:15]=[C:16]([S:20]([N:23]([CH3:25])[CH3:24])(=[O:22])=[O:21])[CH:17]=[CH:18][CH:19]=5)[N:8]=4)=[CH:4][CH:3]=[N:37]3)=[CH:35][C:30]=2[O:29][CH2:28]1.